Task: Predict the reactants needed to synthesize the given product.. Dataset: Full USPTO retrosynthesis dataset with 1.9M reactions from patents (1976-2016) (1) Given the product [CH3:1][O:2][N:3]=[C:4]1[C:12]2[C:7](=[C:8]([Cl:16])[N:9]=[CH:10][CH:11]=2)[O:6][CH2:5]1, predict the reactants needed to synthesize it. The reactants are: [CH3:1][O:2][N:3]=[C:4]1[C:12]2[C:7](=[CH:8][N+:9]([O-])=[CH:10][CH:11]=2)[O:6][CH2:5]1.P(Cl)(Cl)([Cl:16])=O. (2) Given the product [CH:11]([C:13]12[CH2:20][CH2:19][C:16]([C:21]([O:23][CH3:24])=[O:22])([CH2:17][CH2:18]1)[CH2:15][CH2:14]2)=[CH2:1], predict the reactants needed to synthesize it. The reactants are: [CH3:1][Si](C)(C)[N-][Si](C)(C)C.[K+].[CH:11]([C:13]12[CH2:20][CH2:19][C:16]([C:21]([O:23][CH3:24])=[O:22])([CH2:17][CH2:18]1)[CH2:15][CH2:14]2)=O.